Dataset: Reaction yield outcomes from USPTO patents with 853,638 reactions. Task: Predict the reaction yield, written as a fraction of the theoretical maximum amount of product (1.0 means a 100% yield; for example, 0.34 means a 34% yield). The reactants are [CH2:1]([O:3][C:4](=[O:26])[C:5]1[CH:10]=[CH:9][C:8]([C:11]#[C:12][C:13]2[CH:22]=[CH:21][C:20]3[C:19](=O)[CH2:18][CH2:17][C:16]([CH3:25])([CH3:24])[C:15]=3[CH:14]=2)=[CH:7][CH:6]=1)[CH3:2].[CH:27]1([NH2:30])[CH2:29][CH2:28]1.C(O)(=O)C.C([BH3-])#N.[Na+]. The catalyst is ClCCl.C(#N)C.O.C(=O)([O-])[O-].[Na+].[Na+]. The product is [CH2:1]([O:3][C:4](=[O:26])[C:5]1[CH:6]=[CH:7][C:8]([C:11]#[C:12][C:13]2[CH:22]=[CH:21][C:20]3[CH:19]([NH:30][CH:27]4[CH2:29][CH2:28]4)[CH2:18][CH2:17][C:16]([CH3:25])([CH3:24])[C:15]=3[CH:14]=2)=[CH:9][CH:10]=1)[CH3:2]. The yield is 0.620.